From a dataset of hERG Central: cardiac toxicity at 1µM, 10µM, and general inhibition. Predict hERG channel inhibition at various concentrations. The drug is CN(Cc1ccccc1)C(=O)C1CCN(S(=O)(=O)c2ccc(-n3cnnn3)cc2)CC1. Results: hERG_inhib (hERG inhibition (general)): blocker.